This data is from Catalyst prediction with 721,799 reactions and 888 catalyst types from USPTO. The task is: Predict which catalyst facilitates the given reaction. (1) Reactant: [CH3:1][C:2]1[S:3][C:4]2[CH:10]=[CH:9][C:8]([OH:11])=[CH:7][C:5]=2[N:6]=1.[CH2:12]([C@H:14]1[O:16][CH2:15]1)Cl.C(=O)([O-])[O-].[K+].[K+]. Product: [O:16]1[CH2:15][C@H:14]1[CH2:12][O:11][C:8]1[CH:9]=[CH:10][C:4]2[S:3][C:2]([CH3:1])=[N:6][C:5]=2[CH:7]=1. The catalyst class is: 21. (2) Reactant: [CH:1]1([C:4]2[N:5]=[C:6]3[CH:11]=[N:10][CH:9]=[CH:8][N:7]3[C:12]=2[NH2:13])[CH2:3][CH2:2]1.N1C=CC=CC=1.[F:20][C:21]([F:32])([F:31])[C:22](O[C:22](=[O:23])[C:21]([F:32])([F:31])[F:20])=[O:23]. Product: [CH:1]1([C:4]2[N:5]=[C:6]3[CH:11]=[N:10][CH:9]=[CH:8][N:7]3[C:12]=2[NH:13][C:22](=[O:23])[C:21]([F:32])([F:31])[F:20])[CH2:3][CH2:2]1. The catalyst class is: 4. (3) Reactant: [F:1][C:2]([F:6])([F:5])[CH2:3][OH:4].CC(C)([O-])C.[Na+].Br[C:14]1[CH:15]=[CH:16][C:17]([O:23][CH2:24][C:25]([F:28])([F:27])[F:26])=[C:18]([CH:22]=1)[C:19]([OH:21])=[O:20].Cl. Product: [F:26][C:25]([F:28])([F:27])[CH2:24][O:23][C:17]1[CH:16]=[CH:15][C:14]([O:4][CH2:3][C:2]([F:6])([F:5])[F:1])=[CH:22][C:18]=1[C:19]([OH:21])=[O:20]. The catalyst class is: 136.